This data is from Full USPTO retrosynthesis dataset with 1.9M reactions from patents (1976-2016). The task is: Predict the reactants needed to synthesize the given product. (1) Given the product [CH3:16][O:15][C:9]1[CH:8]=[C:7]([C@@H:2]([N:1]2[CH2:9][C:8]3[C:18](=[CH:4][CH:3]=[CH:2][CH:7]=3)[C:17]2=[O:20])[CH2:3][C:4]([OH:6])=[O:5])[CH:12]=[CH:11][C:10]=1[O:13][CH3:14], predict the reactants needed to synthesize it. The reactants are: [NH2:1][C@H:2]([C:7]1[CH:12]=[CH:11][C:10]([O:13][CH3:14])=[C:9]([O:15][CH3:16])[CH:8]=1)[CH2:3][C:4]([OH:6])=[O:5].[C:17]([OH:20])(=O)[CH3:18]. (2) Given the product [I-:31].[CH2:28]([O:27][C:25](=[O:26])[CH2:24][C:5]1([NH:8][C:9]([C:11]2[O:12][C:13]([C:16]#[C:17][C:18]3[CH:23]=[CH:22][CH:21]=[CH:20][CH:19]=3)=[CH:14][CH:15]=2)=[O:10])[CH2:4][CH2:3][N+:2]([CH3:30])([CH3:1])[CH2:7][CH2:6]1)[CH3:29], predict the reactants needed to synthesize it. The reactants are: [CH3:1][N:2]1[CH2:7][CH2:6][C:5]([CH2:24][C:25]([O:27][CH2:28][CH3:29])=[O:26])([NH:8][C:9]([C:11]2[O:12][C:13]([C:16]#[C:17][C:18]3[CH:23]=[CH:22][CH:21]=[CH:20][CH:19]=3)=[CH:14][CH:15]=2)=[O:10])[CH2:4][CH2:3]1.[CH3:30][I:31]. (3) Given the product [OH:21][C@H:16]1[CH2:17][CH2:18][CH2:19][CH2:20][C@@H:15]1[NH:14][C:12]([C:4]1[CH:3]=[C:2]([B:22]2[O:26][C:25]([CH3:28])([CH3:27])[C:24]([CH3:30])([CH3:29])[O:23]2)[C:11]2[C:6](=[CH:7][CH:8]=[CH:9][CH:10]=2)[N:5]=1)=[O:13], predict the reactants needed to synthesize it. The reactants are: Br[C:2]1[C:11]2[C:6](=[CH:7][CH:8]=[CH:9][CH:10]=2)[N:5]=[C:4]([C:12]([NH:14][C@H:15]2[CH2:20][CH2:19][CH2:18][CH2:17][C@@H:16]2[OH:21])=[O:13])[CH:3]=1.[B:22]1([B:22]2[O:26][C:25]([CH3:28])([CH3:27])[C:24]([CH3:30])([CH3:29])[O:23]2)[O:26][C:25]([CH3:28])([CH3:27])[C:24]([CH3:30])([CH3:29])[O:23]1.C([O-])(=O)C.[K+]. (4) Given the product [Cl:24][C:22]1[CH:21]=[CH:20][C:19]([O:25][CH2:26][CH:27]([CH3:29])[CH3:28])=[C:18]([CH2:17][N:13]2[C:14]([CH3:16])=[CH:15][C:11]([NH:10][C:8]([C:5]3[CH:6]=[N:7][C:2]([N:30]4[CH2:35][CH2:34][O:33][CH2:32][CH2:31]4)=[CH:3][CH:4]=3)=[O:9])=[N:12]2)[CH:23]=1, predict the reactants needed to synthesize it. The reactants are: Cl[C:2]1[N:7]=[CH:6][C:5]([C:8]([NH:10][C:11]2[CH:15]=[C:14]([CH3:16])[N:13]([CH2:17][C:18]3[CH:23]=[C:22]([Cl:24])[CH:21]=[CH:20][C:19]=3[O:25][CH2:26][CH:27]([CH3:29])[CH3:28])[N:12]=2)=[O:9])=[CH:4][CH:3]=1.[NH:30]1[CH2:35][CH2:34][O:33][CH2:32][CH2:31]1. (5) Given the product [CH:16]1([C:14]2[NH:13][N:12]=[C:11]([NH:10][C:6]3[N:5]=[C:4]([NH:19][C@H:20]([C:22]4[CH:23]=[CH:24][C:25]([F:28])=[CH:26][CH:27]=4)[CH3:21])[C:3]([CH2:2][NH:1][S:31]([C:30]([F:36])([F:35])[F:29])(=[O:33])=[O:32])=[CH:8][C:7]=3[F:9])[CH:15]=2)[CH2:18][CH2:17]1, predict the reactants needed to synthesize it. The reactants are: [NH2:1][CH2:2][C:3]1[C:4]([NH:19][C@H:20]([C:22]2[CH:27]=[CH:26][C:25]([F:28])=[CH:24][CH:23]=2)[CH3:21])=[N:5][C:6]([NH:10][C:11]2[CH:15]=[C:14]([CH:16]3[CH2:18][CH2:17]3)[NH:13][N:12]=2)=[C:7]([F:9])[CH:8]=1.[F:29][C:30]([F:36])([F:35])[S:31](Cl)(=[O:33])=[O:32]. (6) Given the product [NH:1]1[CH:5]=[C:4]([NH:6][C:29](=[O:30])[C:28]2[C:27]([F:26])=[CH:35][CH:34]=[CH:33][C:32]=2[F:36])[C:3]([C:7]2[CH:11]=[N:10][NH:9][CH:8]=2)=[N:2]1, predict the reactants needed to synthesize it. The reactants are: [NH:1]1[CH:5]=[C:4]([NH2:6])[C:3]([C:7]2[CH:8]=[N:9][NH:10][CH:11]=2)=[N:2]1.C(Cl)CCl.C1C=NC2N(O)N=NC=2C=1.[F:26][C:27]1[CH:35]=[CH:34][CH:33]=[C:32]([F:36])[C:28]=1[C:29](O)=[O:30]. (7) Given the product [CH3:38][C:35]1[S:36][CH:37]=[C:33]([C:31]([N:27]2[CH2:26][C:25]3([CH2:39][CH2:40][N:22]([CH2:21][CH2:20][CH2:19][CH2:18][CH2:17][CH2:16][CH2:15][CH2:14][CH:13]=[O:12])[CH2:23][CH2:24]3)[O:30][CH2:29][CH2:28]2)=[O:32])[N:34]=1, predict the reactants needed to synthesize it. The reactants are: CS(C)=O.C(N(CC)CC)C.[OH:12][CH2:13][CH2:14][CH2:15][CH2:16][CH2:17][CH2:18][CH2:19][CH2:20][CH2:21][N:22]1[CH2:40][CH2:39][C:25]2([O:30][CH2:29][CH2:28][N:27]([C:31]([C:33]3[N:34]=[C:35]([CH3:38])[S:36][CH:37]=3)=[O:32])[CH2:26]2)[CH2:24][CH2:23]1.S(=O)(=O)=O.N1C=CC=CC=1. (8) The reactants are: [H-].[H-].[H-].[H-].[Li+].[Al+3].[O:7]1[CH2:12][CH2:11][CH:10]([CH2:13][C:14](O)=[O:15])[CH2:9][CH2:8]1. Given the product [O:7]1[CH2:12][CH2:11][CH:10]([CH2:13][CH2:14][OH:15])[CH2:9][CH2:8]1, predict the reactants needed to synthesize it.